Task: Predict which catalyst facilitates the given reaction.. Dataset: Catalyst prediction with 721,799 reactions and 888 catalyst types from USPTO Product: [Br:1][C:2]1[C:7]([C:8]([O:10][CH3:14])=[O:9])=[C:6]([F:11])[C:5]([O:12][CH3:13])=[CH:4][CH:3]=1. Reactant: [Br:1][C:2]1[C:7]([C:8]([OH:10])=[O:9])=[C:6]([F:11])[C:5]([O:12][CH3:13])=[CH:4][CH:3]=1.[CH3:14][Si](C=[N+]=[N-])(C)C. The catalyst class is: 5.